Dataset: Forward reaction prediction with 1.9M reactions from USPTO patents (1976-2016). Task: Predict the product of the given reaction. (1) The product is: [Cl:24][C:8]1[C:9]([C:10]#[N:11])=[C:4]([CH:1]2[CH2:3][CH2:2]2)[N:5]=[C:6]([C:13]2[CH:18]=[CH:17][C:16]([N+:19]([O-:21])=[O:20])=[CH:15][CH:14]=2)[N:7]=1. Given the reactants [CH:1]1([C:4]2[C:9]([C:10]#[N:11])=[C:8](O)[N:7]=[C:6]([C:13]3[CH:18]=[CH:17][C:16]([N+:19]([O-:21])=[O:20])=[CH:15][CH:14]=3)[N:5]=2)[CH2:3][CH2:2]1.P(Cl)(Cl)([Cl:24])=O, predict the reaction product. (2) Given the reactants [Cl:1][C:2]1[C:3]([O:9][C:10]2[CH:15]=[C:14]([O:16][CH2:17][CH2:18][CH2:19][O:20][CH3:21])[CH:13]=[CH:12][C:11]=2/[CH:22]=[C:23](\[CH3:27])/[C:24]([OH:26])=O)=[N:4][CH:5]=[C:6]([Cl:8])[CH:7]=1.CC1C=CC=C([N+]([O-])=O)C=1C(OC(=O)C1C([N+]([O-])=O)=CC=CC=1C)=O.[CH2:53]([S:58]([NH2:61])(=[O:60])=[O:59])[CH2:54][CH2:55][CH2:56][CH3:57].[Cl-].[NH4+], predict the reaction product. The product is: [Cl:1][C:2]1[C:3]([O:9][C:10]2[CH:15]=[C:14]([O:16][CH2:17][CH2:18][CH2:19][O:20][CH3:21])[CH:13]=[CH:12][C:11]=2/[CH:22]=[C:23](\[CH3:27])/[C:24]([NH:61][S:58]([CH2:53][CH2:54][CH2:55][CH2:56][CH3:57])(=[O:60])=[O:59])=[O:26])=[N:4][CH:5]=[C:6]([Cl:8])[CH:7]=1. (3) The product is: [NH2:23][C:22]1[CH:21]=[CH:20][C:4]([O:5][CH2:6][CH:7]2[CH2:8][CH2:9][N:10]([C:13]([O:15][C:16]([CH3:18])([CH3:19])[CH3:17])=[O:14])[CH2:11][CH2:12]2)=[CH:3][C:2]=1[CH3:1]. Given the reactants [CH3:1][C:2]1[CH:3]=[C:4]([CH:20]=[CH:21][C:22]=1[N+:23]([O-])=O)[O:5][CH2:6][CH:7]1[CH2:12][CH2:11][N:10]([C:13]([O:15][C:16]([CH3:19])([CH3:18])[CH3:17])=[O:14])[CH2:9][CH2:8]1.[H][H], predict the reaction product. (4) Given the reactants [F:1][C:2]1[CH:25]=[CH:24][C:5]([O:6][CH:7]2[CH2:10][N:9]([C:11]3[N:19]=[CH:18][C:17]([C:20]([F:23])([F:22])[F:21])=[CH:16][C:12]=3[C:13]([OH:15])=O)[CH2:8]2)=[CH:4][CH:3]=1.Cl.[NH2:27][C:28]1([C:31]2[CH:40]=[CH:39][C:34]([C:35]([O:37][CH3:38])=[O:36])=[CH:33][CH:32]=2)[CH2:30][CH2:29]1, predict the reaction product. The product is: [F:1][C:2]1[CH:25]=[CH:24][C:5]([O:6][CH:7]2[CH2:8][N:9]([C:11]3[N:19]=[CH:18][C:17]([C:20]([F:22])([F:21])[F:23])=[CH:16][C:12]=3[C:13]([NH:27][C:28]3([C:31]4[CH:40]=[CH:39][C:34]([C:35]([O:37][CH3:38])=[O:36])=[CH:33][CH:32]=4)[CH2:30][CH2:29]3)=[O:15])[CH2:10]2)=[CH:4][CH:3]=1. (5) Given the reactants [Cl:1][C:2]1[CH:3]=[C:4]([O:24][CH3:25])[C:5]([O:22][CH3:23])=[C:6]([CH:8]([NH:10][C:11]2[CH:16]=[C:15](F)[CH:14]=[CH:13][C:12]=2[S:18]([CH3:21])(=[O:20])=[O:19])[CH3:9])[CH:7]=1.[CH3:26][N:27]1[CH2:32][CH2:31][NH:30][CH2:29][CH2:28]1.C(N(CC)C(C)C)(C)C, predict the reaction product. The product is: [ClH:1].[Cl:1][C:2]1[CH:3]=[C:4]([O:24][CH3:25])[C:5]([O:22][CH3:23])=[C:6]([CH:8]([NH:10][C:11]2[CH:16]=[C:15]([N:30]3[CH2:31][CH2:32][N:27]([CH3:26])[CH2:28][CH2:29]3)[CH:14]=[CH:13][C:12]=2[S:18]([CH3:21])(=[O:20])=[O:19])[CH3:9])[CH:7]=1. (6) The product is: [ClH:34].[CH2:52]([N:54]([CH2:59][CH3:60])[CH2:55][CH2:56][N:57]([CH3:58])[C:4](=[O:6])[CH2:3][CH2:2][C:1]([O:8][CH:9]1[CH2:10][CH2:11][N:12]([C:15]2[S:16][C:17](/[CH:20]=[C:21](\[C:32]#[N:33])/[C:22]3[CH:27]=[CH:26][C:25]([O:28][CH3:29])=[C:24]([O:30][CH3:31])[CH:23]=3)=[CH:18][CH:19]=2)[CH2:13][CH2:14]1)=[O:7])[CH3:53]. Given the reactants [C:1]([O:8][CH:9]1[CH2:14][CH2:13][N:12]([C:15]2[S:16][C:17](/[CH:20]=[C:21](\[C:32]#[N:33])/[C:22]3[CH:27]=[CH:26][C:25]([O:28][CH3:29])=[C:24]([O:30][CH3:31])[CH:23]=3)=[CH:18][CH:19]=2)[CH2:11][CH2:10]1)(=[O:7])[CH2:2][CH2:3][C:4]([O-:6])=O.[Cl:34]C1N=C(OC)N=C(OC)N=1.CN1CCOCC1.[CH2:52]([N:54]([CH2:59][CH3:60])[CH2:55][CH2:56][NH:57][CH3:58])[CH3:53], predict the reaction product. (7) Given the reactants C1CCCCC1.C(ON1[C:15](=[O:16])[C:14]2=[CH:17][CH:18]=[CH:18][CH:17]=[C:14]2[C:15]1=[O:16])(=O)C.[O:22]=O.[C:24]([OH:27])(=[O:26])[CH3:25], predict the reaction product. The product is: [C:15]([OH:22])(=[O:16])[CH2:14][CH2:17][CH2:18][CH2:25][C:24]([OH:27])=[O:26].